This data is from CYP2C9 inhibition data for predicting drug metabolism from PubChem BioAssay. The task is: Regression/Classification. Given a drug SMILES string, predict its absorption, distribution, metabolism, or excretion properties. Task type varies by dataset: regression for continuous measurements (e.g., permeability, clearance, half-life) or binary classification for categorical outcomes (e.g., BBB penetration, CYP inhibition). Dataset: cyp2c9_veith. (1) The compound is Cc1sc2nc(SCc3ccccc3)n(Cc3ccco3)c(=O)c2c1C. The result is 1 (inhibitor). (2) The drug is CC(=O)C1=C(O)[C@@H]2[C@@H]3c4c[nH]c5cccc(c45)C[C@@H]3C(C)(C)N2C1=O. The result is 1 (inhibitor).